Dataset: NCI-60 drug combinations with 297,098 pairs across 59 cell lines. Task: Regression. Given two drug SMILES strings and cell line genomic features, predict the synergy score measuring deviation from expected non-interaction effect. (1) Drug 1: C1CCC(CC1)NC(=O)N(CCCl)N=O. Drug 2: CC1CCC2CC(C(=CC=CC=CC(CC(C(=O)C(C(C(=CC(C(=O)CC(OC(=O)C3CCCCN3C(=O)C(=O)C1(O2)O)C(C)CC4CCC(C(C4)OC)OCCO)C)C)O)OC)C)C)C)OC. Cell line: NCI-H226. Synergy scores: CSS=22.3, Synergy_ZIP=4.96, Synergy_Bliss=5.07, Synergy_Loewe=6.45, Synergy_HSA=7.77. (2) Synergy scores: CSS=16.8, Synergy_ZIP=-8.33, Synergy_Bliss=2.27, Synergy_Loewe=-29.5, Synergy_HSA=-0.814. Drug 1: C1=CC(=C2C(=C1NCCNCCO)C(=O)C3=C(C=CC(=C3C2=O)O)O)NCCNCCO. Cell line: OVCAR-5. Drug 2: CN1C(=O)N2C=NC(=C2N=N1)C(=O)N. (3) Drug 1: C1CN1C2=NC(=NC(=N2)N3CC3)N4CC4. Drug 2: CN(CC1=CN=C2C(=N1)C(=NC(=N2)N)N)C3=CC=C(C=C3)C(=O)NC(CCC(=O)O)C(=O)O. Cell line: NCI-H322M. Synergy scores: CSS=33.9, Synergy_ZIP=-0.847, Synergy_Bliss=-1.47, Synergy_Loewe=-36.0, Synergy_HSA=-1.74. (4) Drug 1: CC1C(C(=O)NC(C(=O)N2CCCC2C(=O)N(CC(=O)N(C(C(=O)O1)C(C)C)C)C)C(C)C)NC(=O)C3=C4C(=C(C=C3)C)OC5=C(C(=O)C(=C(C5=N4)C(=O)NC6C(OC(=O)C(N(C(=O)CN(C(=O)C7CCCN7C(=O)C(NC6=O)C(C)C)C)C)C(C)C)C)N)C. Drug 2: B(C(CC(C)C)NC(=O)C(CC1=CC=CC=C1)NC(=O)C2=NC=CN=C2)(O)O. Cell line: K-562. Synergy scores: CSS=90.7, Synergy_ZIP=4.44, Synergy_Bliss=4.13, Synergy_Loewe=0.0886, Synergy_HSA=5.45. (5) Drug 1: CC1C(C(CC(O1)OC2CC(CC3=C2C(=C4C(=C3O)C(=O)C5=C(C4=O)C(=CC=C5)OC)O)(C(=O)C)O)N)O.Cl. Drug 2: CCN(CC)CCCC(C)NC1=C2C=C(C=CC2=NC3=C1C=CC(=C3)Cl)OC. Cell line: PC-3. Synergy scores: CSS=41.0, Synergy_ZIP=-1.97, Synergy_Bliss=4.76, Synergy_Loewe=3.87, Synergy_HSA=7.19. (6) Drug 1: CC1=C(C=C(C=C1)NC2=NC=CC(=N2)N(C)C3=CC4=NN(C(=C4C=C3)C)C)S(=O)(=O)N.Cl. Drug 2: C1=CC(=CC=C1CCC2=CNC3=C2C(=O)NC(=N3)N)C(=O)NC(CCC(=O)O)C(=O)O. Cell line: HOP-62. Synergy scores: CSS=40.8, Synergy_ZIP=11.3, Synergy_Bliss=11.6, Synergy_Loewe=-17.6, Synergy_HSA=13.0.